From a dataset of Forward reaction prediction with 1.9M reactions from USPTO patents (1976-2016). Predict the product of the given reaction. (1) Given the reactants [Si]([O:8][C:9]1[CH:14]=[CH:13][C:12]([S:15][CH2:16][C:17]2[S:21][C:20]([C:22]3[CH:27]=[CH:26][C:25]([C:28]([F:31])([F:30])[F:29])=[CH:24][C:23]=3[F:32])=[N:19][C:18]=2[CH3:33])=[CH:11][C:10]=1[CH3:34])(C(C)(C)C)(C)C.[OH-].[Na+].CCCCCCC.Cl, predict the reaction product. The product is: [F:32][C:23]1[CH:24]=[C:25]([C:28]([F:29])([F:30])[F:31])[CH:26]=[CH:27][C:22]=1[C:20]1[S:21][C:17]([CH2:16][S:15][C:12]2[CH:13]=[CH:14][C:9]([OH:8])=[C:10]([CH3:34])[CH:11]=2)=[C:18]([CH3:33])[N:19]=1. (2) Given the reactants [C:1]([OH:6])(=[O:5])[C:2]([CH3:4])=[CH2:3].[C:7](=O)([O-])[O-].[Na+].[Na+].[CH2:13](S)[CH2:14]CCCCCCCCCC, predict the reaction product. The product is: [C:1]([O:6][CH2:13][CH3:14])(=[O:5])[CH:2]=[CH2:3].[C:1]([O:6][CH3:7])(=[O:5])[C:2]([CH3:4])=[CH2:3]. (3) The product is: [CH3:1][O:2][C:3]1[C:4]([NH:10][S:11]([C:14]2[S:15][C:16]([CH3:43])=[CH:17][C:18]=2[C:19]2[CH:24]=[CH:23][C:22]([CH2:25][N:26]3[C:35]4[C:30](=[C:31]([CH3:37])[N:32]=[C:33]([CH3:36])[CH:34]=4)[C:29]([CH3:38])=[CH:28][C:27]3=[O:39])=[CH:21][C:20]=2[CH2:40][O:41][CH3:42])(=[O:13])=[O:12])=[N:5][O:6][C:7]=1[O:8][CH3:9]. Given the reactants [CH3:1][O:2][C:3]1[C:4]([N:10](COCCOC)[S:11]([C:14]2[S:15][C:16]([CH3:43])=[CH:17][C:18]=2[C:19]2[CH:24]=[CH:23][C:22]([CH2:25][N:26]3[C:35]4[C:30](=[C:31]([CH3:37])[N:32]=[C:33]([CH3:36])[CH:34]=4)[C:29]([CH3:38])=[CH:28][C:27]3=[O:39])=[CH:21][C:20]=2[CH2:40][O:41][CH3:42])(=[O:13])=[O:12])=[N:5][O:6][C:7]=1[O:8][CH3:9].C(O)C.Cl.C(=O)(O)[O-].[Na+], predict the reaction product. (4) Given the reactants [CH2:1]([O:8][C:9]1[C:18]([CH3:19])=[CH:17][CH:16]=[C:15]2[C:10]=1[CH:11]=[CH:12][NH:13][C:14]2=O)[C:2]1[CH:7]=[CH:6][CH:5]=[CH:4][CH:3]=1.O=P(Cl)(Cl)[Cl:23], predict the reaction product. The product is: [CH2:1]([O:8][C:9]1[C:18]([CH3:19])=[CH:17][CH:16]=[C:15]2[C:10]=1[CH:11]=[CH:12][N:13]=[C:14]2[Cl:23])[C:2]1[CH:7]=[CH:6][CH:5]=[CH:4][CH:3]=1.